From a dataset of Reaction yield outcomes from USPTO patents with 853,638 reactions. Predict the reaction yield, written as a fraction of the theoretical maximum amount of product (1.0 means a 100% yield; for example, 0.34 means a 34% yield). The yield is 0.320. The reactants are [S:1]1[C:5]2[NH:6][C:7]([C:9]([NH2:11])=[O:10])=[CH:8][C:4]=2[CH:3]=[CH:2]1.[H-].[Na+].[CH:14]1[CH:19]=[C:18]([S:20][S:20][C:18]2[N:17]=[CH:16][CH:15]=[CH:14][CH:19]=2)[N:17]=[CH:16][CH:15]=1. The catalyst is CN(C)C=O.O. The product is [N:17]1[CH:16]=[CH:15][CH:14]=[CH:19][C:18]=1[S:20][C:8]1[C:4]2[CH:3]=[CH:2][S:1][C:5]=2[NH:6][C:7]=1[C:9]([NH2:11])=[O:10].